Dataset: Full USPTO retrosynthesis dataset with 1.9M reactions from patents (1976-2016). Task: Predict the reactants needed to synthesize the given product. (1) Given the product [CH2:1]([C:3]1[C:4]([NH:11][CH:12]2[C:20]3[CH:19]=[CH:18][S:30][C:15]=3[CH2:16][CH2:17][CH:13]2[CH3:14])=[N:5][C:6]([CH2:9][CH3:10])=[CH:7][N:8]=1)[CH3:2], predict the reactants needed to synthesize it. The reactants are: [CH2:1]([C:3]1[C:4]([NH:11][C@@H:12]2[C:20]3[C:15](=[CH:16][CH:17]=[CH:18][CH:19]=3)[CH2:14][C@@H:13]2O)=[N:5][C:6]([CH2:9][CH3:10])=[CH:7][N:8]=1)[CH3:2].CC1C(N)C2C=C[S:30]C=2CC1. (2) The reactants are: [H-].[Na+].[CH:3]1([CH:8]([OH:10])[CH3:9])[CH2:7][CH2:6][CH2:5][CH2:4]1.Cl[C:12]1[CH:17]=[C:16](Cl)[N:15]=[CH:14][N:13]=1.[CH2:19]([OH:23])[C:20]#[C:21][CH3:22].[Cl-].[NH4+]. Given the product [CH2:19]([O:23][C:12]1[CH:17]=[C:16]([O:10][CH:8]([CH:3]2[CH2:7][CH2:6][CH2:5][CH2:4]2)[CH3:9])[N:15]=[CH:14][N:13]=1)[C:20]#[C:21][CH3:22], predict the reactants needed to synthesize it. (3) The reactants are: C([O:3][C:4](=[O:16])[CH2:5][O:6][C:7]1[CH:12]=[CH:11][C:10]([NH:13][CH3:14])=[CH:9][C:8]=1[CH3:15])C.C(OC(=O)COC1C=CC=CC=1CCCOC)C.Cl[CH2:36][C:37]1[CH:38]=[CH:39][C:40]([C:43]2[CH:48]=[CH:47][C:46]([Cl:49])=[CH:45][CH:44]=2)=[N:41][CH:42]=1. Given the product [Cl:49][C:46]1[CH:45]=[CH:44][C:43]([C:40]2[N:41]=[CH:42][C:37]([CH2:36][N:13]([CH3:14])[C:10]3[CH:11]=[CH:12][C:7]([O:6][CH2:5][C:4]([OH:3])=[O:16])=[C:8]([CH3:15])[CH:9]=3)=[CH:38][CH:39]=2)=[CH:48][CH:47]=1, predict the reactants needed to synthesize it. (4) Given the product [F:19][C:14]1[CH:15]=[CH:16][CH:17]=[CH:18][C:13]=1[C@H:11]([NH:10][C:9]1[C:4]2[N:5]([CH:23]=[C:2]([C:24]3[CH:29]=[CH:28][CH:27]=[CH:26][CH:25]=3)[CH:3]=2)[N:6]=[CH:7][C:8]=1[C:20]([NH2:22])=[O:21])[CH3:12], predict the reactants needed to synthesize it. The reactants are: Br[C:2]1[CH:3]=[C:4]2[C:9]([NH:10][C@@H:11]([C:13]3[CH:18]=[CH:17][CH:16]=[CH:15][C:14]=3[F:19])[CH3:12])=[C:8]([C:20]([NH2:22])=[O:21])[CH:7]=[N:6][N:5]2[CH:23]=1.[C:24]1(B(O)O)[CH:29]=[CH:28][CH:27]=[CH:26][CH:25]=1.[O-]P([O-])([O-])=O.[K+].[K+].[K+].N#N. (5) Given the product [CH:10]1[C:11]2[C:12](=[CH:14][C:15]([NH:17][CH2:18][CH2:19][CH2:20][CH2:21][CH2:22][C:23]([NH:62][C:59]3[CH:60]=[CH:61][C:56]([F:55])=[CH:57][C:58]=3[NH2:63])=[O:24])=[O:16])[C:13]3[C:5](=[CH:4][CH:3]=[CH:2][CH:1]=3)[C:6]=2[CH:7]=[CH:8][CH:9]=1, predict the reactants needed to synthesize it. The reactants are: [CH:1]1[C:13]2[C:12](=[CH:14][C:15]([NH:17][CH2:18][CH2:19][CH2:20][CH2:21][CH2:22][C:23](O)=[O:24])=[O:16])[C:11]3[C:6](=[CH:7][CH:8]=[CH:9][CH:10]=3)[C:5]=2[CH:4]=[CH:3][CH:2]=1.Cl.C(N=C=NCCCN(C)C)C.OC1C2N=NNC=2C=CC=1.C(N(CC)CC)C.[F:55][C:56]1[CH:61]=[CH:60][C:59]([NH2:62])=[C:58]([NH2:63])[CH:57]=1. (6) Given the product [Cl:45][C:38]1[CH:39]=[C:40]([C:41]#[N:42])[CH:43]=[CH:44][C:37]=1[NH:36][C:18]([C:11]1[N:12]=[C:13]([C:14]([Cl:17])([Cl:16])[Cl:15])[N:9]([C:4]2[CH:5]=[CH:6][C:7]([Cl:8])=[C:2]([Cl:1])[CH:3]=2)[N:10]=1)=[O:20], predict the reactants needed to synthesize it. The reactants are: [Cl:1][C:2]1[CH:3]=[C:4]([N:9]2[C:13]([C:14]([Cl:17])([Cl:16])[Cl:15])=[N:12][C:11]([C:18]([OH:20])=O)=[N:10]2)[CH:5]=[CH:6][C:7]=1[Cl:8].CN(C(F)=[N+](C)C)C.F[P-](F)(F)(F)(F)F.[NH2:36][C:37]1[CH:44]=[CH:43][C:40]([C:41]#[N:42])=[CH:39][C:38]=1[Cl:45]. (7) Given the product [CH3:1][C:2]1[CH:6]=[C:5]([CH3:7])[N:4]([C:8]2[CH:13]=[CH:12][C:11]([C:14]([N:20]([CH3:21])[CH3:19])=[O:15])=[CH:10][C:9]=2[OH:17])[N:3]=1, predict the reactants needed to synthesize it. The reactants are: [CH3:1][C:2]1[CH:6]=[C:5]([CH3:7])[N:4]([C:8]2[CH:13]=[CH:12][C:11]([C:14](O)=[O:15])=[CH:10][C:9]=2[OH:17])[N:3]=1.Cl.[CH3:19][N:20](C)[CH2:21]CCN=C=NCC.ON1C2C=CC=CC=2N=N1.CNC. (8) Given the product [CH2:18]([N:25]1[CH2:30][CH2:29][N:28]([CH2:16][CH2:15][CH2:14][C:12]2[O:11][N:10]=[C:9]([CH:8]=[CH:7][C:1]3[CH:6]=[CH:5][CH:4]=[CH:3][CH:2]=3)[CH:13]=2)[CH2:27][CH2:26]1)[C:19]1[CH:20]=[CH:21][CH:22]=[CH:23][CH:24]=1, predict the reactants needed to synthesize it. The reactants are: [C:1]1([CH:7]=[CH:8][C:9]2[CH:13]=[C:12]([CH2:14][CH2:15][CH:16]=O)[O:11][N:10]=2)[CH:6]=[CH:5][CH:4]=[CH:3][CH:2]=1.[CH2:18]([N:25]1[CH2:30][CH2:29][NH:28][CH2:27][CH2:26]1)[C:19]1[CH:24]=[CH:23][CH:22]=[CH:21][CH:20]=1.[BH-](OC(C)=O)(OC(C)=O)OC(C)=O.[Na+]. (9) Given the product [C:19]([C:20]1[C:8]([C:9]([F:12])([F:11])[F:10])=[CH:7][CH:6]=[CH:5][N:4]=1)(=[O:18])[CH3:13], predict the reactants needed to synthesize it. The reactants are: C(C1[C:8]([C:9]([F:12])([F:11])[F:10])=[CH:7][CH:6]=[CH:5][N:4]=1)#N.[CH3:13][Mg]I.CC[O:18][CH2:19][CH3:20]. (10) The reactants are: C[Si]([N-][Si](C)(C)C)(C)C.[Li+].F[C:12]1[C:13]([C:20]2[NH:29][C:28](=[O:30])[C:27]3[C:22](=[CH:23][C:24]([O:33][CH3:34])=[CH:25][C:26]=3[O:31][CH3:32])[N:21]=2)=[N:14][CH:15]=[C:16]([O:18][CH3:19])[CH:17]=1.[CH:35]([N:38]1[CH2:43][CH2:42][CH:41]([NH2:44])[CH2:40][CH2:39]1)([CH3:37])[CH3:36]. Given the product [CH:35]([N:38]1[CH2:43][CH2:42][CH:41]([NH:44][C:12]2[C:13]([C:20]3[NH:29][C:28](=[O:30])[C:27]4[C:22](=[CH:23][C:24]([O:33][CH3:34])=[CH:25][C:26]=4[O:31][CH3:32])[N:21]=3)=[N:14][CH:15]=[C:16]([O:18][CH3:19])[CH:17]=2)[CH2:40][CH2:39]1)([CH3:37])[CH3:36], predict the reactants needed to synthesize it.